Dataset: Catalyst prediction with 721,799 reactions and 888 catalyst types from USPTO. Task: Predict which catalyst facilitates the given reaction. (1) Reactant: [OH:1][CH2:2][C:3]([CH2:8][OH:9])([CH2:6][OH:7])[CH2:4][OH:5].CN(C)C=O.CO[C:17](OC)([CH3:19])[CH3:18].O.C1(C)C=CC(S(O)(=O)=O)=CC=1. Product: [CH3:18][C:17]1([CH3:19])[O:5][CH2:4][C:3]([CH2:8][OH:9])([CH2:6][OH:7])[CH2:2][O:1]1. The catalyst class is: 66. (2) Reactant: CO[C:3]1[CH:8]=[CH:7][C:6]([C:9]2[CH:10]=[CH:11][N:12]3[C:17]([CH:18]=2)=[CH:16][CH:15]=[C:14]([C:19]([O:21][CH2:22][CH3:23])=[O:20])[C:13]3=[O:24])=[CH:5][CH:4]=1. Product: [C:6]1([C:9]2[CH:10]=[CH:11][N:12]3[C:17]([CH:18]=2)=[CH:16][CH:15]=[C:14]([C:19]([O:21][CH2:22][CH3:23])=[O:20])[C:13]3=[O:24])[C:7]2[C:8](=[CH:8][CH:3]=[CH:4][CH:5]=2)[CH:3]=[CH:4][CH:5]=1. The catalyst class is: 13.